From a dataset of NCI-60 drug combinations with 297,098 pairs across 59 cell lines. Regression. Given two drug SMILES strings and cell line genomic features, predict the synergy score measuring deviation from expected non-interaction effect. Drug 1: CC1=C(C(=CC=C1)Cl)NC(=O)C2=CN=C(S2)NC3=CC(=NC(=N3)C)N4CCN(CC4)CCO. Drug 2: CC1C(C(CC(O1)OC2CC(OC(C2O)C)OC3=CC4=CC5=C(C(=O)C(C(C5)C(C(=O)C(C(C)O)O)OC)OC6CC(C(C(O6)C)O)OC7CC(C(C(O7)C)O)OC8CC(C(C(O8)C)O)(C)O)C(=C4C(=C3C)O)O)O)O. Cell line: HT29. Synergy scores: CSS=53.6, Synergy_ZIP=-2.50, Synergy_Bliss=5.01, Synergy_Loewe=3.31, Synergy_HSA=4.66.